The task is: Regression. Given two drug SMILES strings and cell line genomic features, predict the synergy score measuring deviation from expected non-interaction effect.. This data is from NCI-60 drug combinations with 297,098 pairs across 59 cell lines. Drug 1: CCCCC(=O)OCC(=O)C1(CC(C2=C(C1)C(=C3C(=C2O)C(=O)C4=C(C3=O)C=CC=C4OC)O)OC5CC(C(C(O5)C)O)NC(=O)C(F)(F)F)O. Drug 2: CN(C(=O)NC(C=O)C(C(C(CO)O)O)O)N=O. Cell line: HT29. Synergy scores: CSS=52.3, Synergy_ZIP=0.959, Synergy_Bliss=3.81, Synergy_Loewe=-22.4, Synergy_HSA=3.11.